Dataset: Forward reaction prediction with 1.9M reactions from USPTO patents (1976-2016). Task: Predict the product of the given reaction. Given the reactants C([Al](Cl)Cl)C.CCCCCC.C[C:13]1[CH2:18][CH2:17][CH2:16][C:15](C)(C)[C:14]=1[CH2:21][CH2:22][CH2:23][CH:24]=[O:25].Cl, predict the reaction product. The product is: [C:24]1([OH:25])[C:13]2[C:14](=[CH:15][CH:16]=[CH:17][CH:18]=2)[CH:21]=[CH:22][CH:23]=1.